From a dataset of Forward reaction prediction with 1.9M reactions from USPTO patents (1976-2016). Predict the product of the given reaction. Given the reactants Cl[C:2]1[CH:7]=[C:6]([CH:8]([OH:13])[C:9]([F:12])([F:11])[F:10])[CH:5]=[CH:4][N:3]=1.[Li+].C[Si]([N-:19][Si](C)(C)C)(C)C.C1(C2C=CC=CC=2)C=CC=CC=1P(C1CCCCCC1)C1CCCCC1, predict the reaction product. The product is: [NH2:19][C:2]1[CH:7]=[C:6]([CH:8]([OH:13])[C:9]([F:12])([F:11])[F:10])[CH:5]=[CH:4][N:3]=1.